From a dataset of Catalyst prediction with 721,799 reactions and 888 catalyst types from USPTO. Predict which catalyst facilitates the given reaction. (1) Reactant: [F:1][C:2]1[CH:7]=[C:6]([F:8])[CH:5]=[CH:4][C:3]=1[CH2:9][O:10][C:11]1[CH:20]=[CH:19][C:18]([C:21]([N:23]2[CH2:28][CH2:27][O:26][CH2:25][CH2:24]2)=[O:22])=[CH:17][C:12]=1[C:13](OC)=[O:14].[OH-].[Li+].Cl.C(N(C(C)C)CC)(C)C.[F:41][C:42]1[C:47]([NH2:48])=[CH:46][CH:45]=[CH:44][N:43]=1.CN(C(ON1N=NC2C=CC=NC1=2)=[N+](C)C)C.F[P-](F)(F)(F)(F)F. Product: [F:1][C:2]1[CH:7]=[C:6]([F:8])[CH:5]=[CH:4][C:3]=1[CH2:9][O:10][C:11]1[CH:20]=[CH:19][C:18]([C:21]([N:23]2[CH2:24][CH2:25][O:26][CH2:27][CH2:28]2)=[O:22])=[CH:17][C:12]=1[C:13]([NH:48][C:47]1[C:42]([F:41])=[N:43][CH:44]=[CH:45][CH:46]=1)=[O:14]. The catalyst class is: 30. (2) Reactant: Cl[C:2]1([C:12]2[CH:17]=[CH:16][C:15]([Cl:18])=[CH:14][CH:13]=2)[C:10]2[C:5](=[CH:6][CH:7]=[CH:8][CH:9]=2)[C:4](=[O:11])[O:3]1.C(N(CC)CC)C.[CH2:26]([NH2:29])[CH2:27][CH3:28]. Product: [Cl:18][C:15]1[CH:16]=[CH:17][C:12]([C:2]2([OH:3])[C:10]3[C:5](=[CH:6][CH:7]=[CH:8][CH:9]=3)[C:4](=[O:11])[N:29]2[CH2:26][CH2:27][CH3:28])=[CH:13][CH:14]=1. The catalyst class is: 13. (3) Reactant: [CH:1]1([NH:4][C:5](=[O:30])[C:6]2[CH:11]=[CH:10][C:9]([CH3:12])=[C:8]([N:13]3[CH:21]=[N:20][C:19]4[C:14]3=[N:15][CH:16]=[N:17][C:18]=4[C:22]3[CH:27]=[CH:26][C:25]([CH2:28]O)=[CH:24][CH:23]=3)[CH:7]=2)[CH2:3][CH2:2]1.C(Br)(Br)(Br)[Br:32].C1(P(C2C=CC=CC=2)C2C=CC=CC=2)C=CC=CC=1. Product: [Br:32][CH2:28][C:25]1[CH:26]=[CH:27][C:22]([C:18]2[N:17]=[CH:16][N:15]=[C:14]3[C:19]=2[N:20]=[CH:21][N:13]3[C:8]2[CH:7]=[C:6]([CH:11]=[CH:10][C:9]=2[CH3:12])[C:5]([NH:4][CH:1]2[CH2:3][CH2:2]2)=[O:30])=[CH:23][CH:24]=1. The catalyst class is: 4. (4) Reactant: [H-].[Na+].CN(C)C=O.[NH:8]1[CH:12]=[CH:11][N:10]=[CH:9]1.[Cl:13][C:14]1[N:23]=[C:22](Cl)[C:21]2[C:16](=[CH:17][CH:18]=[CH:19][CH:20]=2)[N:15]=1. Product: [Cl:13][C:14]1[N:23]=[C:22]([N:8]2[CH:12]=[CH:11][N:10]=[CH:9]2)[C:21]2[C:16](=[CH:17][CH:18]=[CH:19][CH:20]=2)[N:15]=1. The catalyst class is: 7. (5) Reactant: [CH:1]1([CH2:4][O:5][C:6]2[CH:7]=[C:8]3[C:13](=[CH:14][CH:15]=2)[N:12]=[C:11]([NH:16][CH2:17][CH2:18][NH:19][C:20](=[O:22])[CH3:21])[C:10]([CH2:23]O)=[CH:9]3)[CH2:3][CH2:2]1.O=S(Cl)[Cl:27]. Product: [ClH:27].[Cl:27][CH2:23][C:10]1[C:11]([NH:16][CH2:17][CH2:18][NH:19][C:20](=[O:22])[CH3:21])=[N:12][C:13]2[C:8]([CH:9]=1)=[CH:7][C:6]([O:5][CH2:4][CH:1]1[CH2:3][CH2:2]1)=[CH:15][CH:14]=2. The catalyst class is: 2. (6) Reactant: [CH3:1][C:2]1[CH:6]=[C:5]([S:7](=[O:10])(=[O:9])[NH2:8])[S:4][C:3]=1[CH2:11][CH2:12][O:13][C:14](=[O:16])[CH3:15].[C:17]1([O:23]C(Cl)=O)C=CC=CC=1.C(N(CC)CC)C.[CH3:34][O:35][C:36]([C:38]1[CH:43]=[C:42]([C:44]([F:47])([F:46])[F:45])[CH:41]=[C:40]([NH2:48])[N:39]=1)=[O:37]. Product: [CH3:34][O:35][C:36]([C:38]1[CH:43]=[C:42]([C:44]([F:47])([F:45])[F:46])[CH:41]=[C:40]([NH:48][C:17](=[O:23])[NH:8][S:7]([C:5]2[S:4][C:3]([CH2:11][CH2:12][O:13][C:14](=[O:16])[CH3:15])=[C:2]([CH3:1])[CH:6]=2)(=[O:10])=[O:9])[N:39]=1)=[O:37]. The catalyst class is: 10. (7) Reactant: [NH:1]1[C:9]2[C:4](=[CH:5][CH:6]=[C:7]([CH:10]=[O:11])[CH:8]=2)[CH:3]=[N:2]1.[CH3:12][Mg]Br. Product: [NH:1]1[C:9]2[C:4](=[CH:5][CH:6]=[C:7]([CH:10]([OH:11])[CH3:12])[CH:8]=2)[CH:3]=[N:2]1. The catalyst class is: 1. (8) Reactant: [C:1]1([C@@H:7]2[CH2:11][NH:10][CH2:9][C@H:8]2[NH:12]C(=O)[O-])[CH:6]=[CH:5][CH:4]=[CH:3][CH:2]=1.[H-].[Na+].FC(F)(F)S(O[CH2:24][C:25]([F:28])([F:27])[F:26])(=O)=O. Product: [C:1]1([C@@H:7]2[CH2:11][N:10]([CH2:24][C:25]([F:28])([F:27])[F:26])[CH2:9][C@H:8]2[NH2:12])[CH:2]=[CH:3][CH:4]=[CH:5][CH:6]=1. The catalyst class is: 3. (9) Reactant: C(OC([NH:8][CH:9]([C:11]1[S:12][C:13]([C:16]([O:18][CH2:19][C:20]2[CH:25]=[CH:24][CH:23]=[CH:22][CH:21]=2)=[O:17])=[CH:14][N:15]=1)[CH3:10])=O)(C)(C)C.[ClH:26]. Product: [ClH:26].[NH2:8][CH:9]([C:11]1[S:12][C:13]([C:16]([O:18][CH2:19][C:20]2[CH:25]=[CH:24][CH:23]=[CH:22][CH:21]=2)=[O:17])=[CH:14][N:15]=1)[CH3:10]. The catalyst class is: 523. (10) Reactant: [NH2:1][C:2]1[CH:11]=[CH:10][C:5]([C:6]([O:8][CH3:9])=[O:7])=[CH:4][CH:3]=1.[S:12](Cl)([CH3:15])(=[O:14])=[O:13].C(N(CC)C(C)C)C. Product: [CH3:15][S:12]([NH:1][C:2]1[CH:3]=[CH:4][C:5]([C:6]([O:8][CH3:9])=[O:7])=[CH:10][CH:11]=1)(=[O:14])=[O:13]. The catalyst class is: 2.